Dataset: Forward reaction prediction with 1.9M reactions from USPTO patents (1976-2016). Task: Predict the product of the given reaction. (1) Given the reactants [Cl:1][C:2]1[CH:7]=[CH:6][CH:5]=[CH:4][C:3]=1[C:8]1[C:9](=[O:27])[N:10]([C:20]2[CH:25]=[CH:24][C:23]([OH:26])=[CH:22][CH:21]=2)[CH:11]=[C:12]([C:14]2[CH:19]=[CH:18][CH:17]=[CH:16][N:15]=2)[CH:13]=1.[CH3:28][N:29]([CH2:31][CH2:32]Cl)[CH3:30].C(=O)([O-])[O-].[K+].[K+], predict the reaction product. The product is: [Cl:1][C:2]1[CH:7]=[CH:6][CH:5]=[CH:4][C:3]=1[C:8]1[C:9](=[O:27])[N:10]([C:20]2[CH:21]=[CH:22][C:23]([O:26][CH2:32][CH2:31][N:29]([CH3:30])[CH3:28])=[CH:24][CH:25]=2)[CH:11]=[C:12]([C:14]2[CH:19]=[CH:18][CH:17]=[CH:16][N:15]=2)[CH:13]=1. (2) Given the reactants [Br:1][C:2]1[N:7]=[C:6]([CH:8]=O)[CH:5]=[CH:4][CH:3]=1.[NH:10]1[CH2:15][CH2:14][CH2:13][CH2:12][CH2:11]1.C(O)(=O)C.C(O[BH-](OC(=O)C)OC(=O)C)(=O)C.[Na+].C(=O)([O-])O.[Na+], predict the reaction product. The product is: [Br:1][C:2]1[CH:3]=[CH:4][CH:5]=[C:6]([CH2:8][N:10]2[CH2:15][CH2:14][CH2:13][CH2:12][CH2:11]2)[N:7]=1. (3) Given the reactants [C:1]12([C:11]3[CH:12]=[C:13]([B:19]4O[B:19]([C:13]5[CH:14]=[CH:15][C:16]([O:17][CH3:18])=[C:11]([C:1]67[CH2:2][CH:3]8[CH2:9][CH:7]([CH2:6][CH:5]([CH2:4]8)[CH2:10]6)[CH2:8]7)[CH:12]=5)O[B:19]([C:13]5[CH:14]=[CH:15][C:16]([O:17][CH3:18])=[C:11]([C:1]67[CH2:2][CH:3]8[CH2:9][CH:7]([CH2:6][CH:5]([CH2:4]8)[CH2:10]6)[CH2:8]7)[CH:12]=5)O4)[CH:14]=[CH:15][C:16]=3[O:17][CH3:18])[CH2:10][CH:5]3[CH2:6][CH:7]([CH2:9][CH:3]([CH2:4]3)[CH2:2]1)[CH2:8]2.[CH3:61][C:62]([CH3:67])([CH2:65][OH:66])[CH2:63][OH:64], predict the reaction product. The product is: [C:1]12([C:11]3[CH:12]=[C:13]([B:19]4[O:66][CH2:65][C:62]([CH3:67])([CH3:61])[CH2:63][O:64]4)[CH:14]=[CH:15][C:16]=3[O:17][CH3:18])[CH2:2][CH:3]3[CH2:9][CH:7]([CH2:6][CH:5]([CH2:4]3)[CH2:10]1)[CH2:8]2.